Dataset: Catalyst prediction with 721,799 reactions and 888 catalyst types from USPTO. Task: Predict which catalyst facilitates the given reaction. (1) Reactant: [CH2:1]([O:3][C:4]1[CH:5]=[C:6]([CH:9]=[CH:10][C:11]=1C)[CH:7]=[O:8])[CH3:2].C([O:15][C:16]1[CH:17]=[C:18](C=[CH:22][C:23]=1O)C=O)C.BrC(CC)CC.C([O-])([O-])=O.[K+].[K+]. Product: [CH2:1]([O:3][C:4]1[CH:5]=[C:6]([CH:9]=[CH:10][C:11]=1[O:15][CH:16]([CH2:17][CH3:18])[CH2:23][CH3:22])[CH:7]=[O:8])[CH3:2]. The catalyst class is: 3. (2) Reactant: [F:1][C:2]1[CH:7]=[CH:6][CH:5]=[C:4]([F:8])[C:3]=1[C:9]1[CH:10]=[C:11]2[C:15](=[CH:16][CH:17]=1)[N:14](C1CCCCO1)[N:13]=[C:12]2[C:24]1[N:29]=[C:28]([NH:30][C@@H:31]2[CH2:35][CH2:34][N:33](C(OC(C)(C)C)=O)[CH2:32]2)[CH:27]=[N:26][CH:25]=1.C(O)(C(F)(F)F)=O. Product: [F:8][C:4]1[CH:5]=[CH:6][CH:7]=[C:2]([F:1])[C:3]=1[C:9]1[CH:10]=[C:11]2[C:15](=[CH:16][CH:17]=1)[NH:14][N:13]=[C:12]2[C:24]1[N:29]=[C:28]([NH:30][C@@H:31]2[CH2:35][CH2:34][NH:33][CH2:32]2)[CH:27]=[N:26][CH:25]=1. The catalyst class is: 2.